Dataset: Forward reaction prediction with 1.9M reactions from USPTO patents (1976-2016). Task: Predict the product of the given reaction. (1) Given the reactants FS([C:5]([F:14])([F:13])[C:6](O[Si](C)(C)C)=O)(=O)=O.[Br:15][C:16]1[C:17]([N:31]([CH3:36])[S:32]([CH3:35])(=[O:34])=[O:33])=[CH:18][C:19]2[O:23][C:22]([CH:24]=C)=[C:21]([C:26]([NH:28][CH3:29])=[O:27])[C:20]=2[CH:30]=1.[F-].[Na+], predict the reaction product. The product is: [Br:15][C:16]1[C:17]([N:31]([CH3:36])[S:32]([CH3:35])(=[O:33])=[O:34])=[CH:18][C:19]2[O:23][C:22]([CH:24]3[CH2:6][C:5]3([F:13])[F:14])=[C:21]([C:26]([NH:28][CH3:29])=[O:27])[C:20]=2[CH:30]=1. (2) Given the reactants [C:1]([O:5][C:6](=[O:36])[N:7]([CH:9]1[CH2:14][CH2:13][CH:12]([NH:15][CH2:16][C:17]2[CH:18]=[C:19]([C:25]3[CH:30]=[CH:29][C:28]([N:31]([C:33](=[O:35])[CH3:34])[CH3:32])=[CH:27][CH:26]=3)[CH:20]=[CH:21][C:22]=2[O:23][CH3:24])[CH2:11][CH2:10]1)[CH3:8])([CH3:4])([CH3:3])[CH3:2].[Cl:37][C:38]1[C:39]2[C:49]([F:50])=[CH:48][CH:47]=[C:46]([F:51])[C:40]=2[S:41][C:42]=1[C:43](Cl)=[O:44], predict the reaction product. The product is: [C:1]([O:5][C:6](=[O:36])[N:7]([CH:9]1[CH2:14][CH2:13][CH:12]([N:15]([CH2:16][C:17]2[CH:18]=[C:19]([C:25]3[CH:30]=[CH:29][C:28]([N:31]([C:33](=[O:35])[CH3:34])[CH3:32])=[CH:27][CH:26]=3)[CH:20]=[CH:21][C:22]=2[O:23][CH3:24])[C:43]([C:42]2[S:41][C:40]3[C:46]([F:51])=[CH:47][CH:48]=[C:49]([F:50])[C:39]=3[C:38]=2[Cl:37])=[O:44])[CH2:11][CH2:10]1)[CH3:8])([CH3:4])([CH3:2])[CH3:3]. (3) Given the reactants [OH:1][CH2:2][CH2:3][C:4]#[C:5][C:6]1[CH:7]=[C:8]2[C:13](=[C:14]([C:16]#[C:17][CH2:18][CH2:19][OH:20])[CH:15]=1)[O:12][C:11](=[O:21])[C:10]([C:22]1[CH:27]=[CH:26][C:25]([O:28][CH3:29])=[CH:24][CH:23]=1)=[CH:9]2, predict the reaction product. The product is: [OH:1][CH2:2][CH2:3][CH2:4][CH2:5][C:6]1[CH:7]=[C:8]2[C:13](=[C:14]([CH2:16][CH2:17][CH2:18][CH2:19][OH:20])[CH:15]=1)[O:12][C:11](=[O:21])[C:10]([C:22]1[CH:27]=[CH:26][C:25]([O:28][CH3:29])=[CH:24][CH:23]=1)=[CH:9]2. (4) Given the reactants [C:1]([OH:12])(=[O:11])[C:2]1[CH:10]=[CH:9][C:6]([O:7][CH3:8])=[C:4]([OH:5])[CH:3]=1.C([O-])([O-])=O.[K+].[K+].[CH2:19](Br)[C:20]1[CH:25]=[CH:24][CH:23]=[CH:22][CH:21]=1, predict the reaction product. The product is: [CH2:19]([O:5][C:4]1[CH:3]=[C:2]([CH:10]=[CH:9][C:6]=1[O:7][CH3:8])[C:1]([O:12][CH2:1][C:2]1[CH:10]=[CH:9][CH:6]=[CH:4][CH:3]=1)=[O:11])[C:20]1[CH:25]=[CH:24][CH:23]=[CH:22][CH:21]=1. (5) Given the reactants [F:1][C:2]1[CH:3]=[C:4]2[C:8](=[CH:9][CH:10]=1)[NH:7][C:6](=[O:11])[CH2:5]2.[Li+].C[Si]([N-][Si](C)(C)C)(C)C.C1COCC1.[OH:27][CH:28]1[CH2:33][CH2:32][N:31]([CH2:34][CH2:35][C:36]2[CH:37]=[C:38]3[C:42](=[CH:43][CH:44]=2)[C:41](=O)[O:40][C:39]3([CH3:47])[CH3:46])[CH2:30][CH2:29]1, predict the reaction product. The product is: [F:1][C:2]1[CH:3]=[C:4]2[C:8](=[CH:9][CH:10]=1)[NH:7][C:6](=[O:11])[C:5]2=[C:41]1[C:42]2[C:38](=[CH:37][C:36]([CH2:35][CH2:34][N:31]3[CH2:32][CH2:33][CH:28]([OH:27])[CH2:29][CH2:30]3)=[CH:44][CH:43]=2)[C:39]([CH3:47])([CH3:46])[O:40]1. (6) Given the reactants [NH2:1][C:2]1[CH:7]=[CH:6][C:5]([Cl:8])=[CH:4][C:3]=1[C:9](=[O:14])[C:10]([F:13])([F:12])[F:11].[CH3:15][Mg]Br.[C:18](N1C=CN=C1)(N1C=CN=C1)=[O:19], predict the reaction product. The product is: [Cl:8][C:5]1[CH:6]=[CH:7][C:2]2[NH:1][C:18](=[O:19])[O:14][C:9]([CH3:15])([C:10]([F:13])([F:11])[F:12])[C:3]=2[CH:4]=1.